From a dataset of Forward reaction prediction with 1.9M reactions from USPTO patents (1976-2016). Predict the product of the given reaction. (1) The product is: [Br:8][C:5]1[CH:6]=[CH:7][C:2]([C:23]([OH:22])=[O:28])=[C:3]([N+:9]([O-:11])=[O:10])[CH:4]=1. Given the reactants Br[C:2]1[CH:7]=[CH:6][C:5]([Br:8])=[CH:4][C:3]=1[N+:9]([O-:11])=[O:10].C1([Li])C=CC=CC=1.C1[CH2:23][O:22]CC1.CN(C=[O:28])C.S(=O)(=O)(O)O, predict the reaction product. (2) Given the reactants [NH2:1][CH2:2][C@@H:3]([NH:12][C:13]1[CH:18]=[CH:17][C:16]([C:19]#[N:20])=[C:15]([Cl:21])[CH:14]=1)[CH2:4][C:5]([O:7][C:8]([CH3:11])([CH3:10])[CH3:9])=[O:6].[CH3:22][C:23](C)(O)[C:24]#N, predict the reaction product. The product is: [Cl:21][C:15]1[CH:14]=[C:13]([NH:12][C@H:3]([CH2:2][NH:1][CH:23]([CH3:24])[CH3:22])[CH2:4][C:5]([O:7][C:8]([CH3:10])([CH3:9])[CH3:11])=[O:6])[CH:18]=[CH:17][C:16]=1[C:19]#[N:20]. (3) Given the reactants [Br:1][C:2]1[S:3][CH:4]=[C:5]([C:7]([OH:9])=O)[N:6]=1.C[N:11](C=O)C.S(Cl)(Cl)=O.[OH-].[NH4+], predict the reaction product. The product is: [Br:1][C:2]1[S:3][CH:4]=[C:5]([C:7]([NH2:11])=[O:9])[N:6]=1. (4) Given the reactants [Br:1][C:2]1[CH:8]=[CH:7][C:6]([Cl:9])=[CH:5][C:3]=1[NH2:4].Cl.N([O-])=O.[Na+].[N-:15]=[N+:16]=[N-].[Na+], predict the reaction product. The product is: [N:4]([C:3]1[CH:5]=[C:6]([Cl:9])[CH:7]=[CH:8][C:2]=1[Br:1])=[N+:15]=[N-:16]. (5) Given the reactants [N:1]1[C:11]2[C:6](=[CH:7][CH:8]=[CH:9][CH:10]=2)[C:4]([CH3:5])=[CH:3][CH:2]=1.[Br:12][CH2:13][CH2:14][CH2:15][OH:16].C(O)CCC.O.C(O)(=O)C, predict the reaction product. The product is: [Br-:12].[OH:16][CH2:15][CH2:14][CH2:13][N+:1]1[C:11]2[C:6](=[CH:7][CH:8]=[CH:9][CH:10]=2)[C:4]([CH3:5])=[CH:3][CH:2]=1. (6) The product is: [N:1]([CH:4]1[CH2:10][CH2:9][CH:8]([C:11]2[N:12]([CH3:19])[N:13]=[CH:14][C:15]=2[N+:16]([O-:18])=[O:17])[O:7][CH2:6][CH:5]1[OH:20])=[N+:2]=[N-:3]. Given the reactants [N:1]([CH:4]1[CH2:10][CH2:9][CH:8]([C:11]2[N:12]([CH3:19])[N:13]=[CH:14][C:15]=2[N+:16]([O-:18])=[O:17])[O:7][CH2:6][C:5]1=[O:20])=[N+:2]=[N-:3].CCC(C)[BH-](C(C)CC)C(C)CC.[Li+].O, predict the reaction product.